This data is from Forward reaction prediction with 1.9M reactions from USPTO patents (1976-2016). The task is: Predict the product of the given reaction. (1) Given the reactants [Cl:1][C:2]1[CH:22]=[C:21]([N+:23]([O-])=O)[CH:20]=[CH:19][C:3]=1[O:4][C:5]1[CH:18]=[CH:17][C:8]([C:9]([NH:11][CH2:12][C:13]([CH3:16])([CH3:15])[CH3:14])=[O:10])=[CH:7][CH:6]=1.[Cl-].[Ca+2].[Cl-].O, predict the reaction product. The product is: [NH2:23][C:21]1[CH:20]=[CH:19][C:3]([O:4][C:5]2[CH:18]=[CH:17][C:8]([C:9]([NH:11][CH2:12][C:13]([CH3:16])([CH3:15])[CH3:14])=[O:10])=[CH:7][CH:6]=2)=[C:2]([Cl:1])[CH:22]=1. (2) Given the reactants Br[C:2]1[CH:3]=[CH:4][C:5]([C:13]([N:15]2[CH2:20][CH2:19][N:18]([C:21]3[C:26]([CH3:27])=[CH:25][C:24]([CH3:28])=[CH:23][N:22]=3)[CH2:17][CH2:16]2)=[O:14])=[C:6]([NH:8][S:9]([CH3:12])(=[O:11])=[O:10])[CH:7]=1.[CH3:29][C@@H:30]1[CH2:34][O:33][C:32](=[O:35])[NH:31]1, predict the reaction product. The product is: [CH3:27][C:26]1[C:21]([N:18]2[CH2:19][CH2:20][N:15]([C:13]([C:5]3[CH:4]=[CH:3][C:2]([N:31]4[C@H:30]([CH3:29])[CH2:34][O:33][C:32]4=[O:35])=[CH:7][C:6]=3[NH:8][S:9]([CH3:12])(=[O:11])=[O:10])=[O:14])[CH2:16][CH2:17]2)=[N:22][CH:23]=[C:24]([CH3:28])[CH:25]=1.